This data is from Forward reaction prediction with 1.9M reactions from USPTO patents (1976-2016). The task is: Predict the product of the given reaction. (1) Given the reactants [Cl:1][C:2]1[CH:3]=[CH:4][C:5]([O:33][C:34]([CH2:44][CH3:45])([CH2:42][CH3:43])[C:35]([NH:37][S:38]([CH3:41])(=[O:40])=[O:39])=[O:36])=[C:6]([CH:8]2[CH2:13][C:12](=[O:14])[NH:11][CH:10]([C:15]3[CH:20]=[C:19]([F:21])[CH:18]=[CH:17][C:16]=3[CH3:22])[C:9]32[C:30]2[C:25](=[CH:26][C:27]([Cl:31])=[CH:28][CH:29]=2)[NH:24][C:23]3=[O:32])[CH:7]=1.[C:46](OC(=O)C)(=[O:48])[CH3:47], predict the reaction product. The product is: [C:46]([N:24]1[C:25]2[C:30](=[CH:29][CH:28]=[C:27]([Cl:31])[CH:26]=2)[C:9]2([CH:8]([C:6]3[CH:7]=[C:2]([Cl:1])[CH:3]=[CH:4][C:5]=3[O:33][C:34]([CH2:44][CH3:45])([CH2:42][CH3:43])[C:35]([NH:37][S:38]([CH3:41])(=[O:40])=[O:39])=[O:36])[CH2:13][C:12](=[O:14])[NH:11][CH:10]2[C:15]2[CH:20]=[C:19]([F:21])[CH:18]=[CH:17][C:16]=2[CH3:22])[C:23]1=[O:32])(=[O:48])[CH3:47]. (2) Given the reactants [C:1]([O:5][C:6](=[O:24])[N:7]([CH2:17][C:18]1[CH:23]=[CH:22][CH:21]=[CH:20][CH:19]=1)[CH2:8][CH2:9][C:10]1[CH:15]=[CH:14][C:13]([OH:16])=[CH:12][CH:11]=1)([CH3:4])([CH3:3])[CH3:2].C([O-])([O-])=O.[K+].[K+].[Cl:31][C:32]1[CH:39]=[C:38](F)[CH:37]=[CH:36][C:33]=1[C:34]#[N:35].O, predict the reaction product. The product is: [C:1]([O:5][C:6](=[O:24])[N:7]([CH2:17][C:18]1[CH:23]=[CH:22][CH:21]=[CH:20][CH:19]=1)[CH2:8][CH2:9][C:10]1[CH:15]=[CH:14][C:13]([O:16][C:38]2[CH:37]=[CH:36][C:33]([C:34]#[N:35])=[C:32]([Cl:31])[CH:39]=2)=[CH:12][CH:11]=1)([CH3:4])([CH3:2])[CH3:3]. (3) Given the reactants [N:1]1[CH:6]=[CH:5][C:4]([C:7]2[NH:16][C:10]3[N:11]=[CH:12][N:13]=[C:14](O)[C:9]=3[CH:8]=2)=[CH:3][CH:2]=1.P(Cl)(Cl)([Cl:19])=O, predict the reaction product. The product is: [Cl:19][C:14]1[C:9]2[CH:8]=[C:7]([C:4]3[CH:5]=[CH:6][N:1]=[CH:2][CH:3]=3)[NH:16][C:10]=2[N:11]=[CH:12][N:13]=1. (4) Given the reactants Br[C:2]1[CH:3]=[CH:4][C:5]([C:8]#[N:9])=[N:6][CH:7]=1.[CH3:10][S:11]([O-:13])=[O:12].[Na+], predict the reaction product. The product is: [CH3:10][S:11]([C:2]1[CH:3]=[CH:4][C:5]([C:8]#[N:9])=[N:6][CH:7]=1)(=[O:13])=[O:12].